This data is from Reaction yield outcomes from USPTO patents with 853,638 reactions. The task is: Predict the reaction yield, written as a fraction of the theoretical maximum amount of product (1.0 means a 100% yield; for example, 0.34 means a 34% yield). (1) The reactants are [OH:1][C:2]1[CH:11]=[C:10]2[C:5]([C:6](=[O:20])[N:7]([CH2:12][O:13][C:14](=[O:19])[C:15]([CH3:18])([CH3:17])[CH3:16])[CH:8]=[N:9]2)=[CH:4][C:3]=1[O:21][CH3:22].CC1C=CC(S(O[CH2:34][CH:35]2[CH2:40][CH2:39][N:38]([C:41]([O:43][C:44]([CH3:47])([CH3:46])[CH3:45])=[O:42])[CH2:37][CH2:36]2)(=O)=O)=CC=1.Cl. The catalyst is CN(C=O)C. The product is [CH3:22][O:21][C:3]1[CH:4]=[C:5]2[C:10](=[CH:11][C:2]=1[O:1][CH2:34][CH:35]1[CH2:40][CH2:39][N:38]([C:41]([O:43][C:44]([CH3:45])([CH3:47])[CH3:46])=[O:42])[CH2:37][CH2:36]1)[N:9]=[CH:8][N:7]([CH2:12][O:13][C:14](=[O:19])[C:15]([CH3:16])([CH3:17])[CH3:18])[C:6]2=[O:20]. The yield is 0.785. (2) The reactants are [F:1][CH:2]([F:12])[C:3]1[C:7]([C:8](Cl)=[O:9])=[CH:6][N:5]([CH3:11])[N:4]=1.[Cl:13][C:14]1[CH:19]=[C:18]([Cl:20])[CH:17]=[CH:16][C:15]=1[CH2:21][CH:22]([NH:24][OH:25])[CH3:23].C(N(CC)CC)C.Cl. The catalyst is ClCCl. The product is [Cl:13][C:14]1[CH:19]=[C:18]([Cl:20])[CH:17]=[CH:16][C:15]=1[CH2:21][CH:22]([N:24]([OH:25])[C:8]([C:7]1[C:3]([CH:2]([F:12])[F:1])=[N:4][N:5]([CH3:11])[CH:6]=1)=[O:9])[CH3:23]. The yield is 0.438.